From a dataset of Full USPTO retrosynthesis dataset with 1.9M reactions from patents (1976-2016). Predict the reactants needed to synthesize the given product. (1) Given the product [Cl:15][C:11]1[CH:10]=[C:9]([CH2:8][C:7]([CH3:17])([CH3:16])[CH2:6][C:5]([OH:22])([C:18]([F:20])([F:21])[F:19])[CH:4]=[O:3])[CH:14]=[CH:13][CH:12]=1, predict the reactants needed to synthesize it. The reactants are: C([O:3][C:4](=O)[C:5]([OH:22])([C:18]([F:21])([F:20])[F:19])[CH2:6][C:7]([CH3:17])([CH3:16])[CH2:8][C:9]1[CH:14]=[CH:13][CH:12]=[C:11]([Cl:15])[CH:10]=1)C.[H-].[Al+3].[Li+].[H-].[H-].[H-].C(=O)(O)[O-].[Na+]. (2) The reactants are: [CH2:1]([O:8][C:9]1[CH:10]=[C:11]([C:23](OCC)=[O:24])[N:12]=[N:13][C:14]=1[O:15][CH2:16][C:17]1[CH:22]=[CH:21][CH:20]=[CH:19][CH:18]=1)[C:2]1[CH:7]=[CH:6][CH:5]=[CH:4][CH:3]=1.[H-].C([Al+]CC(C)C)C(C)C. Given the product [CH2:1]([O:8][C:9]1[CH:10]=[C:11]([CH:23]=[O:24])[N:12]=[N:13][C:14]=1[O:15][CH2:16][C:17]1[CH:22]=[CH:21][CH:20]=[CH:19][CH:18]=1)[C:2]1[CH:7]=[CH:6][CH:5]=[CH:4][CH:3]=1, predict the reactants needed to synthesize it. (3) Given the product [ClH:14].[CH2:15]([N:22]1[CH2:28][CH2:27][CH2:3][C:1]([CH2:4][OH:10])([OH:5])[CH2:2][CH2:23]1)[C:16]1[CH:21]=[CH:20][CH:19]=[CH:18][CH:17]=1, predict the reactants needed to synthesize it. The reactants are: [C:1]([OH:5])([CH3:4])([CH3:3])[CH3:2].C[N+]1([O-])CC[O:10]CC1.[ClH:14].[CH2:15]([N:22]1[CH2:28][CH2:27]CC(=C)C[CH2:23]1)[C:16]1[CH:21]=[CH:20][CH:19]=[CH:18][CH:17]=1.Cl.CCOC(C)=O. (4) Given the product [Br:16][C:5]1[CH:6]=[CH:7][C:2]([Cl:1])=[C:3]([N+:9]([O-:11])=[O:10])[CH:4]=1, predict the reactants needed to synthesize it. The reactants are: [Cl:1][C:2]1[CH:7]=[CH:6][C:5](N)=[CH:4][C:3]=1[N+:9]([O-:11])=[O:10].N([O-])=O.[Na+].[BrH:16]. (5) The reactants are: [Cl:1][C:2]1[CH:7]=[CH:6][C:5]([C:8]2[C:9](=[O:22])[N:10]([CH2:18][C:19](Cl)=[O:20])[C:11]3([CH2:17][CH2:16][CH2:15][CH2:14][CH2:13]3)[N:12]=2)=[CH:4][CH:3]=1.C(N(CC)CC)C.[F:30][C:31]1[C:37]([F:38])=[CH:36][CH:35]=[CH:34][C:32]=1[NH2:33]. Given the product [Cl:1][C:2]1[CH:7]=[CH:6][C:5]([C:8]2[C:9](=[O:22])[N:10]([CH2:18][C:19]([NH:33][C:32]3[CH:34]=[CH:35][CH:36]=[C:37]([F:38])[C:31]=3[F:30])=[O:20])[C:11]3([CH2:17][CH2:16][CH2:15][CH2:14][CH2:13]3)[N:12]=2)=[CH:4][CH:3]=1, predict the reactants needed to synthesize it. (6) Given the product [NH2:7][C:6]1[N:8]=[C:17]([C:13]2[O:14][CH:15]=[CH:16][C:12]=2[CH3:11])[C:19]([C:20]#[N:21])=[C:22]([S:23][CH3:24])[N:5]=1, predict the reactants needed to synthesize it. The reactants are: C(=O)(O)O.[NH2:5][C:6]([NH2:8])=[NH:7].[H-].[Na+].[CH3:11][C:12]1[CH:16]=[CH:15][O:14][C:13]=1[C:17]([C:19](=[C:22](SC)[S:23][CH3:24])[C:20]#[N:21])=O. (7) Given the product [C:9]([N:16]1[CH2:22][CH2:21][CH2:20][C@H:17]1[C:18](=[O:19])[C:1]1[CH:6]=[CH:5][CH:4]=[CH:3][CH:2]=1)([O:11][C:12]([CH3:15])([CH3:14])[CH3:13])=[O:10], predict the reactants needed to synthesize it. The reactants are: [C:1]1([Mg]Cl)[CH:6]=[CH:5][CH:4]=[CH:3][CH:2]=1.[C:9]([N:16]1[CH2:22][CH2:21][CH2:20][C@H:17]1[CH:18]=[O:19])([O:11][C:12]([CH3:15])([CH3:14])[CH3:13])=[O:10]. (8) Given the product [Cl:19][C:20]1[C:25]([Cl:26])=[CH:24][N:23]=[C:22]2[N:27]([S:30]([C:33]3[CH:39]=[CH:38][C:36]([CH3:37])=[CH:35][CH:34]=3)(=[O:32])=[O:31])[C:28]([I:48])=[CH:29][C:21]=12, predict the reactants needed to synthesize it. The reactants are: C(NC(C)C)(C)C.C([Li])CCC.CCCCCC.[Cl:19][C:20]1[C:25]([Cl:26])=[CH:24][N:23]=[C:22]2[N:27]([S:30]([C:33]3[CH:39]=[CH:38][C:36]([CH3:37])=[CH:35][CH:34]=3)(=[O:32])=[O:31])[CH:28]=[CH:29][C:21]=12.C([N-]C(C)C)(C)C.[Li+].[I:48]I.